This data is from Catalyst prediction with 721,799 reactions and 888 catalyst types from USPTO. The task is: Predict which catalyst facilitates the given reaction. (1) Reactant: [C:1]([N:8]([CH3:14])[C@H:9]([C:11]([OH:13])=O)[CH3:10])([O:3][C:4]([CH3:7])([CH3:6])[CH3:5])=[O:2].C1C=CC2N(O)N=NC=2C=1.CN(C(ON1N=NC2C=CC=CC1=2)=[N+](C)C)C.F[P-](F)(F)(F)(F)F.[NH2:49][C@@H:50]([CH:71]1[CH2:76][CH2:75][CH2:74][CH2:73][CH2:72]1)[C:51]([N:53]1[CH2:57][CH2:56][CH2:55][C@H:54]1[C:58]1[CH:63]=[CH:62][CH:61]=[C:60]([O:64][C:65]2[CH:70]=[CH:69][CH:68]=[CH:67][CH:66]=2)[CH:59]=1)=[O:52].CCN(C(C)C)C(C)C. Product: [C:4]([O:3][C:1](=[O:2])[N:8]([C@H:9]([C:11](=[O:13])[NH:49][C@@H:50]([CH:71]1[CH2:76][CH2:75][CH2:74][CH2:73][CH2:72]1)[C:51](=[O:52])[N:53]1[CH2:57][CH2:56][CH2:55][C@H:54]1[C:58]1[CH:63]=[CH:62][CH:61]=[C:60]([O:64][C:65]2[CH:66]=[CH:67][CH:68]=[CH:69][CH:70]=2)[CH:59]=1)[CH3:10])[CH3:14])([CH3:5])([CH3:6])[CH3:7]. The catalyst class is: 163. (2) Product: [Br:1][C:2]1[CH:7]=[C:6]([C:8](=[O:10])[CH3:9])[C:5]([F:11])=[CH:4][N:3]=1. Reactant: [Br:1][C:2]1[CH:7]=[C:6]([CH:8]([OH:10])[CH3:9])[C:5]([F:11])=[CH:4][N:3]=1.I(C1C=CC=CC=1C(O)=O)(=O)=O. The catalyst class is: 13. (3) Reactant: [F:1][C:2]([F:30])([F:29])[C:3]([C:18]1[CH:19]=[C:20]([CH:26]=[CH:27][CH:28]=1)[O:21][CH2:22][CH2:23][CH2:24][OH:25])([O:8][CH2:9][C:10]1[CH:15]=[CH:14][C:13]([O:16][CH3:17])=[CH:12][CH:11]=1)[C:4]([F:7])([F:6])[F:5].[CH2:31]([O:33][C:34](=[O:44])[CH2:35][CH2:36][C:37]1[CH:42]=[CH:41][CH:40]=[C:39](O)[CH:38]=1)[CH3:32].C1(P(C2C=CC=CC=2)C2C=CC=CC=2)C=CC=CC=1.CC(OC(/N=N/C(OC(C)C)=O)=O)C. Product: [CH2:31]([O:33][C:34](=[O:44])[CH2:35][CH2:36][C:37]1[CH:42]=[CH:41][CH:40]=[C:39]([O:25][CH2:24][CH2:23][CH2:22][O:21][C:20]2[CH:26]=[CH:27][CH:28]=[C:18]([C:3]([O:8][CH2:9][C:10]3[CH:11]=[CH:12][C:13]([O:16][CH3:17])=[CH:14][CH:15]=3)([C:4]([F:6])([F:5])[F:7])[C:2]([F:29])([F:30])[F:1])[CH:19]=2)[CH:38]=1)[CH3:32]. The catalyst class is: 1. (4) Reactant: Cl[CH2:2][C:3]1[CH:8]=[N:7][C:6]2[N:9]([CH2:12][CH3:13])[N:10]=[CH:11][C:5]=2[C:4]=1[NH:14][CH:15]1[CH2:20][CH2:19][O:18][CH2:17][CH2:16]1.[C:21]1([NH2:32])[C:26](F)=[C:25](F)C(F)=C(N)C=1F.Cl.Cl.C[CH2:36][N:37]([CH:41](C)C)[CH:38]([CH3:40])[CH3:39].[C:44](#N)C. Product: [CH3:41][N:37]([CH3:36])[C:38]1[CH:39]=[CH:44][C:26]([CH2:21][NH:32][CH2:2][C:3]2[CH:8]=[N:7][C:6]3[N:9]([CH2:12][CH3:13])[N:10]=[CH:11][C:5]=3[C:4]=2[NH:14][CH:15]2[CH2:20][CH2:19][O:18][CH2:17][CH2:16]2)=[CH:25][CH:40]=1. The catalyst class is: 4. (5) Reactant: [CH:1](NC(C)C)(C)C.[Li]CCCC.[CH3:13][O:14][C:15](=[O:38])[CH2:16][C:17]1[C:25]2[C:20](=[N:21][CH:22]=[CH:23][CH:24]=2)[N:19]([S:26]([C:29]2[CH:34]=[CH:33][C:32]([Cl:35])=[C:31]([Cl:36])[CH:30]=2)(=[O:28])=[O:27])[C:18]=1[CH3:37]. Product: [CH3:13][O:14][C:15](=[O:38])[CH:16]([C:17]1[C:25]2[C:20](=[N:21][CH:22]=[CH:23][CH:24]=2)[N:19]([S:26]([C:29]2[CH:34]=[CH:33][C:32]([Cl:35])=[C:31]([Cl:36])[CH:30]=2)(=[O:27])=[O:28])[C:18]=1[CH3:37])[CH3:1]. The catalyst class is: 1.